Dataset: Reaction yield outcomes from USPTO patents with 853,638 reactions. Task: Predict the reaction yield, written as a fraction of the theoretical maximum amount of product (1.0 means a 100% yield; for example, 0.34 means a 34% yield). The reactants are O.[NH2:2][NH2:3].[CH2:4]([O:6][C:7](=[O:22])[C:8](=O)[CH2:9][C:10](=O)[CH:11]([O:13][C:14]1[CH:19]=[CH:18][CH:17]=[CH:16][CH:15]=1)[CH3:12])[CH3:5]. The catalyst is CCO. The product is [CH2:4]([O:6][C:7]([C:8]1[NH:2][N:3]=[C:10]([CH:11]([O:13][C:14]2[CH:19]=[CH:18][CH:17]=[CH:16][CH:15]=2)[CH3:12])[CH:9]=1)=[O:22])[CH3:5]. The yield is 0.780.